Dataset: Reaction yield outcomes from USPTO patents with 853,638 reactions. Task: Predict the reaction yield, written as a fraction of the theoretical maximum amount of product (1.0 means a 100% yield; for example, 0.34 means a 34% yield). (1) The reactants are [H-].[Na+].[S:3]1[C:7]2[CH:8]=[CH:9][CH:10]=[CH:11][C:6]=2[N:5]=[C:4]1[CH2:12][C:13]#[N:14].[Cl:15][C:16]1[N:21]=[C:20](Cl)[CH:19]=[CH:18][N:17]=1. The catalyst is C1COCC1. The product is [S:3]1[C:7]2[CH:8]=[CH:9][CH:10]=[CH:11][C:6]=2[N:5]=[C:4]1[CH:12]([C:18]1[CH:19]=[CH:20][N:21]=[C:16]([Cl:15])[N:17]=1)[C:13]#[N:14]. The yield is 0.840. (2) The reactants are [OH:1][C:2]1[CH:7]=[CH:6][C:5]([C:8]2[C:16]3[C:11](=[CH:12][CH:13]=[C:14]([C:17]#[N:18])[CH:15]=3)[N:10](C3CCCCO3)[N:9]=2)=[CH:4][CH:3]=1.C1(P(C2C=CC=CC=2)C2C=CC=CC=2)C=CC=CC=1.O[CH2:45][CH2:46][N:47]1[CH2:52][CH2:51][O:50][CH2:49][CH2:48]1.N(C(OCC)=O)=NC(OCC)=O. The catalyst is CCOC(C)=O.CCOC(C)=O.CCCCCC.C1COCC1. The product is [N:47]1([CH2:46][CH2:45][O:1][C:2]2[CH:7]=[CH:6][C:5]([C:8]3[C:16]4[C:11](=[CH:12][CH:13]=[C:14]([C:17]#[N:18])[CH:15]=4)[NH:10][N:9]=3)=[CH:4][CH:3]=2)[CH2:52][CH2:51][O:50][CH2:49][CH2:48]1. The yield is 0.711. (3) The reactants are [C:1]([O:5][C:6]([N:8]1[CH2:13][CH2:12][N:11]([C:14]2[CH:15]=[C:16]([C:28]([O:30]C)=[O:29])[C:17]3[CH:18]=[N:19][N:20]([CH:23]4[CH2:27][CH2:26][CH2:25][CH2:24]4)[C:21]=3[CH:22]=2)[CH2:10][CH2:9]1)=[O:7])([CH3:4])([CH3:3])[CH3:2].[OH-].[Na+]. The catalyst is CO. The product is [C:1]([O:5][C:6]([N:8]1[CH2:9][CH2:10][N:11]([C:14]2[CH:15]=[C:16]([C:28]([OH:30])=[O:29])[C:17]3[CH:18]=[N:19][N:20]([CH:23]4[CH2:24][CH2:25][CH2:26][CH2:27]4)[C:21]=3[CH:22]=2)[CH2:12][CH2:13]1)=[O:7])([CH3:4])([CH3:2])[CH3:3]. The yield is 0.880. (4) The reactants are [C:1]1([C:7]2[CH:8]=[C:9]3[C:13](=[CH:14][CH:15]=2)[N:12]([CH:16]2[CH2:21][CH2:20][CH2:19][CH2:18][O:17]2)[N:11]=[C:10]3[CH2:22][N:23]([CH3:35])[CH2:24][CH2:25][N:26]([CH3:34])[C:27](=[O:33])[O:28][C:29]([CH3:32])([CH3:31])[CH3:30])[CH2:6][CH2:5][CH2:4][CH2:3][CH:2]=1.[H][H]. The catalyst is CO.[Pd]. The product is [C:29]([O:28][C:27](=[O:33])[N:26]([CH2:25][CH2:24][N:23]([CH2:22][C:10]1[C:9]2[C:13](=[CH:14][CH:15]=[C:7]([CH:1]3[CH2:2][CH2:3][CH2:4][CH2:5][CH2:6]3)[CH:8]=2)[N:12]([CH:16]2[CH2:21][CH2:20][CH2:19][CH2:18][O:17]2)[N:11]=1)[CH3:35])[CH3:34])([CH3:32])([CH3:30])[CH3:31]. The yield is 0.747. (5) The reactants are [F:1][C:2]1[CH:3]=[CH:4][C:5]([CH2:8][O:9][C:10]2[CH:15]=[CH:14][N:13]([C:16]3[CH:21]=[CH:20][C:19]4[C:22]5[CH2:28][CH2:27][NH:26][CH2:25][CH2:24][C:23]=5[O:29][C:18]=4[CH:17]=3)[C:12](=[O:30])[CH:11]=2)=[N:6][CH:7]=1.[ClH:31].CCOCC. The catalyst is CO. The product is [ClH:31].[F:1][C:2]1[CH:3]=[CH:4][C:5]([CH2:8][O:9][C:10]2[CH:15]=[CH:14][N:13]([C:16]3[CH:21]=[CH:20][C:19]4[C:22]5[CH2:28][CH2:27][NH:26][CH2:25][CH2:24][C:23]=5[O:29][C:18]=4[CH:17]=3)[C:12](=[O:30])[CH:11]=2)=[N:6][CH:7]=1. The yield is 0.990. (6) The reactants are [NH2:1][C:2]1[C:11](Cl)=[N:10][CH:9]=[CH:8][C:3]=1[C:4]([O:6][CH3:7])=[O:5].C([O-])([O-])=O.[K+].[K+].[CH3:19][C:20]([OH:24])([C:22]#[CH:23])[CH3:21].N#N. The catalyst is CC#N.CC(C1C=C(C(C)C)C(C2C=CC=CC=2P(C2CCCCC2)C2CCCCC2)=C(C(C)C)C=1)C. The product is [NH2:1][C:2]1[C:11]([C:23]#[C:22][C:20]([OH:24])([CH3:21])[CH3:19])=[N:10][CH:9]=[CH:8][C:3]=1[C:4]([O:6][CH3:7])=[O:5]. The yield is 0.810. (7) The reactants are [CH3:1][N:2]([CH2:16][C:17]1[CH:22]=[CH:21][CH:20]=[CH:19][C:18]=1[CH3:23])[CH2:3][CH:4]([C:6]1[CH:15]=[CH:14][C:13]2[C:8](=[CH:9][CH:10]=[CH:11][CH:12]=2)[CH:7]=1)O.FC(F)(F)C(OC(=O)C(F)(F)F)=O. The catalyst is FC(F)(F)C(O)=O. The product is [CH3:1][N:2]1[CH2:3][CH:4]([C:6]2[CH:15]=[CH:14][C:13]3[C:8](=[CH:9][CH:10]=[CH:11][CH:12]=3)[CH:7]=2)[C:22]2[C:17](=[C:18]([CH3:23])[CH:19]=[CH:20][CH:21]=2)[CH2:16]1. The yield is 0.610. (8) The reactants are [OH:1][N:2]=[C:3](Cl)[C:4]1[CH:9]=[CH:8][CH:7]=[C:6]([C:10]([F:13])([F:12])[F:11])[CH:5]=1.[CH3:15][O:16][C:17](=[O:22])[CH2:18][C:19]([CH3:21])=O.C[O-].[Na+]. The catalyst is CO. The product is [CH3:15][O:16][C:17]([C:18]1[C:3]([C:4]2[CH:9]=[CH:8][CH:7]=[C:6]([C:10]([F:13])([F:12])[F:11])[CH:5]=2)=[N:2][O:1][C:19]=1[CH3:21])=[O:22]. The yield is 0.570.